From a dataset of Catalyst prediction with 721,799 reactions and 888 catalyst types from USPTO. Predict which catalyst facilitates the given reaction. (1) Reactant: [C:1]1([O:11][CH2:12][C:13]([O:15]CC)=O)[C:10]2[CH2:9][CH2:8][CH2:7][CH2:6][C:5]=2[CH:4]=[CH:3][CH:2]=1.[NH2:18][CH2:19][CH:20]([OH:32])[CH2:21][N:22]1[CH2:31][CH2:30][C:29]2[C:24](=[CH:25][CH:26]=[CH:27][CH:28]=2)[CH2:23]1. Product: [CH2:23]1[C:24]2[C:29](=[CH:28][CH:27]=[CH:26][CH:25]=2)[CH2:30][CH2:31][N:22]1[CH2:21][CH:20]([OH:32])[CH2:19][NH:18][C:13](=[O:15])[CH2:12][O:11][C:1]1[C:10]2[CH2:9][CH2:8][CH2:7][CH2:6][C:5]=2[CH:4]=[CH:3][CH:2]=1. The catalyst class is: 14. (2) Reactant: [F:1][C:2]1[CH:3]=[C:4]([CH:42]=[C:43]([F:45])[CH:44]=1)[CH2:5][C@H:6]([NH:24][C:25]([C:27]1[C:28]2[CH2:29][CH2:30][N:31]([CH2:38][CH2:39][O:40][CH3:41])[C:32](=[O:37])[C:33]=2[CH:34]=[CH:35][CH:36]=1)=[O:26])[C@H:7]([OH:23])[CH2:8][NH:9][C:10]1([C:13]2[CH:18]=[CH:17][CH:16]=[C:15]([C:19]([F:22])([F:21])[F:20])[CH:14]=2)[CH2:12][CH2:11]1.[ClH:46]. Product: [ClH:46].[F:1][C:2]1[CH:3]=[C:4]([CH:42]=[C:43]([F:45])[CH:44]=1)[CH2:5][C@H:6]([NH:24][C:25]([C:27]1[C:28]2[CH2:29][CH2:30][N:31]([CH2:38][CH2:39][O:40][CH3:41])[C:32](=[O:37])[C:33]=2[CH:34]=[CH:35][CH:36]=1)=[O:26])[C@H:7]([OH:23])[CH2:8][NH:9][C:10]1([C:13]2[CH:18]=[CH:17][CH:16]=[C:15]([C:19]([F:22])([F:21])[F:20])[CH:14]=2)[CH2:11][CH2:12]1. The catalyst class is: 472. (3) Reactant: [F:1][C:2]1([F:30])[CH2:4][CH:3]1[CH2:5][N:6]1[C:14]2[C:9](=[N:10][C:11]([C:15]3[CH:20]=[CH:19][CH:18]=[C:17]([CH:21]4[CH2:26][CH2:25][NH:24][CH2:23][CH2:22]4)[CH:16]=3)=[CH:12][CH:13]=2)[N:8]([CH3:27])[S:7]1(=[O:29])=[O:28].CN1C(=O)CCC1.CCN(C(C)C)C(C)C.[CH3:47][S:48](Cl)(=[O:50])=[O:49]. Product: [F:30][C:2]1([F:1])[CH2:4][CH:3]1[CH2:5][N:6]1[C:14]2[C:9](=[N:10][C:11]([C:15]3[CH:20]=[CH:19][CH:18]=[C:17]([CH:21]4[CH2:26][CH2:25][N:24]([S:48]([CH3:47])(=[O:50])=[O:49])[CH2:23][CH2:22]4)[CH:16]=3)=[CH:12][CH:13]=2)[N:8]([CH3:27])[S:7]1(=[O:29])=[O:28]. The catalyst class is: 5. (4) Reactant: Br[C:2]1[CH:3]=[C:4]([N:8]2[CH2:13][CH2:12][CH:11]([N:14]3[CH2:19][CH2:18][O:17][CH2:16][CH2:15]3)[CH2:10][CH2:9]2)[CH:5]=[CH:6][CH:7]=1.[B:20]1([B:20]2[O:24][C:23]([CH3:26])([CH3:25])[C:22]([CH3:28])([CH3:27])[O:21]2)[O:24][C:23]([CH3:26])([CH3:25])[C:22]([CH3:28])([CH3:27])[O:21]1.C(Cl)Cl.C([O-])(=O)C.[K+]. Product: [CH3:27][C:22]1([CH3:28])[C:23]([CH3:26])([CH3:25])[O:24][B:20]([C:2]2[CH:3]=[C:4]([N:8]3[CH2:13][CH2:12][CH:11]([N:14]4[CH2:19][CH2:18][O:17][CH2:16][CH2:15]4)[CH2:10][CH2:9]3)[CH:5]=[CH:6][CH:7]=2)[O:21]1. The catalyst class is: 800. (5) Reactant: [CH:1]([C:3]1[CH:4]=[N:5][CH:6]=[CH:7][C:8]=1[C:9]1[CH:10]=[C:11]([CH:14]=[CH:15][CH:16]=1)[C:12]#[N:13])=[O:2].[CH3:17][O:18][C:19]1[CH:20]=[C:21]([Mg]Br)[CH:22]=[CH:23][CH:24]=1. Product: [OH:2][CH:1]([C:23]1[CH:22]=[CH:21][CH:20]=[C:19]([O:18][CH3:17])[CH:24]=1)[C:3]1[CH:4]=[N:5][CH:6]=[CH:7][C:8]=1[C:9]1[CH:10]=[C:11]([CH:14]=[CH:15][CH:16]=1)[C:12]#[N:13]. The catalyst class is: 1. (6) Reactant: Cl[C:2]1[N:9]=[CH:8][CH:7]=[C:6]([C:10]2[CH:15]=[C:14]([NH:16][C:17]3[CH:22]=[CH:21][C:20]([N:23]4[CH2:28][CH2:27][N:26]([CH:29]5[CH2:32][O:31][CH2:30]5)[CH2:25][C@@H:24]4[CH3:33])=[CH:19][N:18]=3)[C:13](=[O:34])[N:12]([CH3:35])[CH:11]=2)[C:3]=1[CH:4]=[O:5].[CH2:36]1[C:41]2=[CH:42][C:43]3[CH2:44][CH2:45][CH2:46][CH2:47][C:48]=3[N:40]2[CH2:39][CH2:38][NH:37]1.CC(C1C=C(C(C)C)C(C2C=CC=CC=2P(C2CCCCC2)C2CCCCC2)=C(C(C)C)C=1)C.C([O-])([O-])=O.[Cs+].[Cs+]. Product: [CH2:36]1[C:41]2=[CH:42][C:43]3[CH2:44][CH2:45][CH2:46][CH2:47][C:48]=3[N:40]2[CH2:39][CH2:38][N:37]1[C:2]1[N:9]=[CH:8][CH:7]=[C:6]([C:10]2[CH:15]=[C:14]([NH:16][C:17]3[CH:22]=[CH:21][C:20]([N:23]4[CH2:28][CH2:27][N:26]([CH:29]5[CH2:32][O:31][CH2:30]5)[CH2:25][C@@H:24]4[CH3:33])=[CH:19][N:18]=3)[C:13](=[O:34])[N:12]([CH3:35])[CH:11]=2)[C:3]=1[CH:4]=[O:5]. The catalyst class is: 102. (7) Reactant: [CH2:1]([O:8][C:9]([N:11]1[CH2:16][CH2:15][C:14](=[O:17])[CH2:13][CH2:12]1)=[O:10])[C:2]1[CH:7]=[CH:6][CH:5]=[CH:4][CH:3]=1.[N+](=[CH:20][C:21]([O:23][CH2:24][CH3:25])=[O:22])=[N-].C(=O)([O-])[O-].[K+].[K+]. Product: [CH2:24]([O:23][C:21]([CH:20]1[C:14](=[O:17])[CH2:13][CH2:12][N:11]([C:9]([O:8][CH2:1][C:2]2[CH:3]=[CH:4][CH:5]=[CH:6][CH:7]=2)=[O:10])[CH2:16][CH2:15]1)=[O:22])[CH3:25]. The catalyst class is: 28.